From a dataset of Full USPTO retrosynthesis dataset with 1.9M reactions from patents (1976-2016). Predict the reactants needed to synthesize the given product. The reactants are: [CH3:1][O:2][C:3]1[CH:4]=[C:5]([C:11]2[CH:12]=[CH:13][C:14]3[C:19]([N:20]=2)=[C:18]2[N:21]([C:25]4[C:26]([CH3:31])=[N:27][N:28]([CH3:30])[CH:29]=4)[C:22](=[O:24])[NH:23][C:17]2=[CH:16][N:15]=3)[CH:6]=[CH:7][C:8]=1[O:9][CH3:10].[H-].[Na+].I[CH2:35][CH3:36]. Given the product [CH3:1][O:2][C:3]1[CH:4]=[C:5]([C:11]2[CH:12]=[CH:13][C:14]3[C:19]([N:20]=2)=[C:18]2[N:21]([C:25]4[C:26]([CH3:31])=[N:27][N:28]([CH3:30])[CH:29]=4)[C:22](=[O:24])[N:23]([CH2:35][CH3:36])[C:17]2=[CH:16][N:15]=3)[CH:6]=[CH:7][C:8]=1[O:9][CH3:10], predict the reactants needed to synthesize it.